From a dataset of TCR-epitope binding with 47,182 pairs between 192 epitopes and 23,139 TCRs. Binary Classification. Given a T-cell receptor sequence (or CDR3 region) and an epitope sequence, predict whether binding occurs between them. (1) The epitope is MLNIPSINV. The TCR CDR3 sequence is CASSLAIKGYTF. Result: 0 (the TCR does not bind to the epitope). (2) The epitope is KLSYGIATV. The TCR CDR3 sequence is CASTTGFSYNEQFF. Result: 1 (the TCR binds to the epitope). (3) The epitope is EHPTFTSQYRIQGKL. The TCR CDR3 sequence is CASSYSSVNEQFF. Result: 0 (the TCR does not bind to the epitope). (4) The epitope is GLIYNRMGAVTTEV. Result: 0 (the TCR does not bind to the epitope). The TCR CDR3 sequence is CSGWTSGADTQYF. (5) Result: 1 (the TCR binds to the epitope). The TCR CDR3 sequence is CASSFWWGSTDTQYF. The epitope is NLVPMVATV. (6) The epitope is GTSGSPIVNR. Result: 1 (the TCR binds to the epitope). The TCR CDR3 sequence is CASSGGDVREEQYF. (7) The epitope is RLRPGGKKK. The TCR CDR3 sequence is CASSPGWGTYEQYF. Result: 1 (the TCR binds to the epitope).